Dataset: NCI-60 drug combinations with 297,098 pairs across 59 cell lines. Task: Regression. Given two drug SMILES strings and cell line genomic features, predict the synergy score measuring deviation from expected non-interaction effect. (1) Drug 1: COC1=C(C=C2C(=C1)N=CN=C2NC3=CC(=C(C=C3)F)Cl)OCCCN4CCOCC4. Drug 2: CC1=C(C(=O)C2=C(C1=O)N3CC4C(C3(C2COC(=O)N)OC)N4)N. Cell line: SK-MEL-2. Synergy scores: CSS=41.9, Synergy_ZIP=-16.2, Synergy_Bliss=-12.5, Synergy_Loewe=-11.6, Synergy_HSA=-8.42. (2) Drug 1: CC1=CC2C(CCC3(C2CCC3(C(=O)C)OC(=O)C)C)C4(C1=CC(=O)CC4)C. Drug 2: CC1C(C(CC(O1)OC2CC(OC(C2O)C)OC3=CC4=CC5=C(C(=O)C(C(C5)C(C(=O)C(C(C)O)O)OC)OC6CC(C(C(O6)C)O)OC7CC(C(C(O7)C)O)OC8CC(C(C(O8)C)O)(C)O)C(=C4C(=C3C)O)O)O)O. Cell line: SK-MEL-5. Synergy scores: CSS=2.90, Synergy_ZIP=8.42, Synergy_Bliss=8.24, Synergy_Loewe=-5.11, Synergy_HSA=-1.88.